From a dataset of Reaction yield outcomes from USPTO patents with 853,638 reactions. Predict the reaction yield, written as a fraction of the theoretical maximum amount of product (1.0 means a 100% yield; for example, 0.34 means a 34% yield). (1) The reactants are Cl[C:2]1[N:3]=[C:4]([O:29][CH:30]2[CH2:34][CH2:33][O:32][CH2:31]2)[C:5]2[C:10]([C:11]3[CH:20]=[CH:19][C:14]4[N:15]=[C:16]([CH3:18])[O:17][C:13]=4[CH:12]=3)=[CH:9][N:8]([CH2:21][O:22][CH2:23][CH2:24][Si:25]([CH3:28])([CH3:27])[CH3:26])[C:6]=2[N:7]=1.[NH2:35][C:36]1[CH:46]=[CH:45][C:39]([C:40]([N:42]([CH3:44])[CH3:43])=[O:41])=[CH:38][C:37]=1[CH3:47].C(=O)([O-])[O-].[Cs+].[Cs+].C1(P(C2C=CC=CC=2)C2C=CC3C(=CC=CC=3)C=2C2C3C(=CC=CC=3)C=CC=2P(C2C=CC=CC=2)C2C=CC=CC=2)C=CC=CC=1. The catalyst is O1CCOCC1.C([O-])(=O)C.[Pd+2].C([O-])(=O)C. The product is [CH3:44][N:42]([CH3:43])[C:40](=[O:41])[C:39]1[CH:45]=[CH:46][C:36]([NH:35][C:2]2[N:3]=[C:4]([O:29][CH:30]3[CH2:34][CH2:33][O:32][CH2:31]3)[C:5]3[C:10]([C:11]4[CH:20]=[CH:19][C:14]5[N:15]=[C:16]([CH3:18])[O:17][C:13]=5[CH:12]=4)=[CH:9][N:8]([CH2:21][O:22][CH2:23][CH2:24][Si:25]([CH3:27])([CH3:26])[CH3:28])[C:6]=3[N:7]=2)=[C:37]([CH3:47])[CH:38]=1. The yield is 0.720. (2) The reactants are [Br:1][C:2]1[CH:8]=[C:7]([C:9]#[C:10][Si](C)(C)C)[C:5]([NH2:6])=[C:4]([F:15])[C:3]=1[Cl:16].[CH3:17]C([O-])(C)C.[K+].CI.Cl. The catalyst is CN(C=O)C. The product is [Br:1][C:2]1[CH:8]=[C:7]2[C:5](=[C:4]([F:15])[C:3]=1[Cl:16])[N:6]([CH3:17])[CH:10]=[CH:9]2. The yield is 0.740. (3) The reactants are Cl[C:2]1[CH:7]=[CH:6][C:5]([N+:8]([O-:10])=[O:9])=[CH:4][N:3]=1.[NH:11]1[CH2:15][CH2:14][CH2:13][CH2:12]1. The catalyst is CCO. The product is [N+:8]([C:5]1[CH:6]=[CH:7][C:2]([N:11]2[CH2:15][CH2:14][CH2:13][CH2:12]2)=[N:3][CH:4]=1)([O-:10])=[O:9]. The yield is 0.780. (4) The reactants are [Cl:1][C:2]1[C:7]([C:8]#[N:9])=[CH:6][C:5]([F:10])=[C:4](Cl)[N:3]=1.[CH2:12](N(CC)CC)[CH3:13].[Si](C#C)(C)(C)C.[F-].[K+]. The catalyst is CCCCCC.[Cu](I)I. The product is [Cl:1][C:2]1[N:3]=[C:4]([C:12]#[CH:13])[C:5]([F:10])=[CH:6][C:7]=1[C:8]#[N:9]. The yield is 0.400. (5) The reactants are [Cl:1][C:2]1[C:3]([O:12][C:13]2[CH:18]=[C:17]([O:19][CH2:20][C:21]([OH:24])([CH3:23])[CH3:22])[CH:16]=[CH:15][C:14]=2[CH2:25][CH2:26][CH2:27][OH:28])=[N:4][CH:5]=[C:6]([C:8]([F:11])([F:10])[F:9])[CH:7]=1.Cl[S:30]([N:33]=[C:34]=[O:35])(=[O:32])=[O:31].[NH2:36][CH2:37][CH2:38][O:39][CH:40]([CH3:42])[CH3:41].Cl. The catalyst is C(#N)C.N1C=CC=CC=1. The product is [CH:40]([O:39][CH2:38][CH2:37][NH:36][S:30]([NH:33][C:34](=[O:35])[O:28][CH2:27][CH2:26][CH2:25][C:14]1[CH:15]=[CH:16][C:17]([O:19][CH2:20][C:21]([OH:24])([CH3:22])[CH3:23])=[CH:18][C:13]=1[O:12][C:3]1[C:2]([Cl:1])=[CH:7][C:6]([C:8]([F:9])([F:11])[F:10])=[CH:5][N:4]=1)(=[O:32])=[O:31])([CH3:42])[CH3:41]. The yield is 0.0100.